Dataset: Peptide-MHC class II binding affinity with 134,281 pairs from IEDB. Task: Regression. Given a peptide amino acid sequence and an MHC pseudo amino acid sequence, predict their binding affinity value. This is MHC class II binding data. (1) The peptide sequence is YLFAKDKSGPLQPGV. The MHC is DRB5_0101 with pseudo-sequence DRB5_0101. The binding affinity (normalized) is 0.456. (2) The peptide sequence is DIIFDIYFAILMMSC. The MHC is HLA-DQA10102-DQB10602 with pseudo-sequence HLA-DQA10102-DQB10602. The binding affinity (normalized) is 0.531. (3) The peptide sequence is FIFGEARSLYLNTEL. The MHC is DRB1_0802 with pseudo-sequence DRB1_0802. The binding affinity (normalized) is 0.448. (4) The peptide sequence is ANAIFKLTYQNKVVKVQ. The MHC is DRB1_0901 with pseudo-sequence DRB1_0901. The binding affinity (normalized) is 0.574.